This data is from Forward reaction prediction with 1.9M reactions from USPTO patents (1976-2016). The task is: Predict the product of the given reaction. Given the reactants [CH3:1][N:2]1[C:7]2[C:8](C)=[CH:9][NH:10][C:6]=2[C:5](=[O:12])[N:4]([CH3:13])[C:3]1=[O:14].Br[CH2:16][C:17]([NH:19][C:20]1[S:21][CH:22]=[C:23]([C:25]2[CH:30]=[C:29]([F:31])[C:28]([O:32][CH2:33][C:34]([F:37])([F:36])[F:35])=[C:27]([Cl:38])[CH:26]=2)[N:24]=1)=[O:18].[H-].[Na+], predict the reaction product. The product is: [Cl:38][C:27]1[CH:26]=[C:25]([C:23]2[N:24]=[C:20]([NH:19][C:17](=[O:18])[CH2:16][N:10]3[C:6]4[C:5](=[O:12])[N:4]([CH3:13])[C:3](=[O:14])[N:2]([CH3:1])[C:7]=4[CH:8]=[CH:9]3)[S:21][CH:22]=2)[CH:30]=[C:29]([F:31])[C:28]=1[O:32][CH2:33][C:34]([F:35])([F:36])[F:37].